Dataset: Reaction yield outcomes from USPTO patents with 853,638 reactions. Task: Predict the reaction yield, written as a fraction of the theoretical maximum amount of product (1.0 means a 100% yield; for example, 0.34 means a 34% yield). The reactants are C[O:2][C:3](=[O:28])[C:4]1[CH:9]=[CH:8][C:7]([O:10][CH2:11][CH2:12][CH2:13]Br)=[CH:6][C:5]=1[NH:15][C:16](=[O:27])[C:17]1[CH:22]=[CH:21][CH:20]=[CH:19][C:18]=1[C:23]([F:26])([F:25])[F:24].[C:29]1([C:38]2[CH:43]=[CH:42][CH:41]=[CH:40][CH:39]=2)[CH:34]=[CH:33][C:32]([CH:35]=[N:36][OH:37])=[CH:31][CH:30]=1. No catalyst specified. The product is [C:29]1([C:38]2[CH:39]=[CH:40][CH:41]=[CH:42][CH:43]=2)[CH:30]=[CH:31][C:32](/[CH:35]=[N:36]/[O:37][CH2:13][CH2:12][CH2:11][O:10][C:7]2[CH:8]=[CH:9][C:4]([C:3]([OH:2])=[O:28])=[C:5]([NH:15][C:16](=[O:27])[C:17]3[CH:22]=[CH:21][CH:20]=[CH:19][C:18]=3[C:23]([F:25])([F:26])[F:24])[CH:6]=2)=[CH:33][CH:34]=1. The yield is 0.920.